This data is from Full USPTO retrosynthesis dataset with 1.9M reactions from patents (1976-2016). The task is: Predict the reactants needed to synthesize the given product. (1) Given the product [C:29]([O:28][C:26]([NH:25][C:20]1([C:18]([NH:17][CH2:16][C:15]([N:7]2[C:8]3[C:13](=[CH:12][CH:11]=[CH:10][CH:9]=3)[CH2:14][C@H:6]2[C:4]([OH:5])=[O:3])=[O:33])=[O:19])[CH2:21][CH2:22][CH2:23][CH2:24]1)=[O:27])([CH3:32])([CH3:30])[CH3:31], predict the reactants needed to synthesize it. The reactants are: C([O:3][C:4]([C@@H:6]1[CH2:14][C:13]2[C:8](=[CH:9][CH:10]=[CH:11][CH:12]=2)[N:7]1[C:15](=[O:33])[CH2:16][NH:17][C:18]([C:20]1([NH:25][C:26]([O:28][C:29]([CH3:32])([CH3:31])[CH3:30])=[O:27])[CH2:24][CH2:23][CH2:22][CH2:21]1)=[O:19])=[O:5])C.O[Li].O. (2) Given the product [NH2:17][C:14]1[CH:13]=[CH:12][C:11]([CH:7]([CH2:6][CH:1]2[CH2:5][CH2:4][CH2:3][CH2:2]2)[C:8]([OH:10])=[O:9])=[CH:16][CH:15]=1, predict the reactants needed to synthesize it. The reactants are: [CH:1]1([CH2:6][CH:7]([C:11]2[CH:16]=[CH:15][C:14]([N+:17]([O-])=O)=[CH:13][CH:12]=2)[C:8]([OH:10])=[O:9])[CH2:5][CH2:4][CH2:3][CH2:2]1.[H][H].